Dataset: NCI-60 drug combinations with 297,098 pairs across 59 cell lines. Task: Regression. Given two drug SMILES strings and cell line genomic features, predict the synergy score measuring deviation from expected non-interaction effect. (1) Drug 1: C1=C(C(=O)NC(=O)N1)N(CCCl)CCCl. Drug 2: CC(C)CN1C=NC2=C1C3=CC=CC=C3N=C2N. Cell line: SF-539. Synergy scores: CSS=42.8, Synergy_ZIP=2.17, Synergy_Bliss=2.97, Synergy_Loewe=0.857, Synergy_HSA=0.820. (2) Drug 1: C1=NC2=C(N1)C(=S)N=C(N2)N. Drug 2: CC1=C(C(=CC=C1)Cl)NC(=O)C2=CN=C(S2)NC3=CC(=NC(=N3)C)N4CCN(CC4)CCO. Cell line: OVCAR-4. Synergy scores: CSS=28.9, Synergy_ZIP=0.182, Synergy_Bliss=1.00, Synergy_Loewe=0.300, Synergy_HSA=3.79. (3) Drug 1: CNC(=O)C1=CC=CC=C1SC2=CC3=C(C=C2)C(=NN3)C=CC4=CC=CC=N4. Drug 2: CC=C1C(=O)NC(C(=O)OC2CC(=O)NC(C(=O)NC(CSSCCC=C2)C(=O)N1)C(C)C)C(C)C. Cell line: ACHN. Synergy scores: CSS=14.9, Synergy_ZIP=-10.3, Synergy_Bliss=-13.5, Synergy_Loewe=-33.2, Synergy_HSA=-13.8. (4) Drug 1: C1C(C(OC1N2C=C(C(=O)NC2=O)F)CO)O. Drug 2: C1=NC2=C(N1)C(=S)N=CN2. Cell line: SNB-75. Synergy scores: CSS=23.2, Synergy_ZIP=-12.1, Synergy_Bliss=-5.38, Synergy_Loewe=-3.87, Synergy_HSA=-2.83. (5) Drug 1: C1C(C(OC1N2C=NC3=C(N=C(N=C32)Cl)N)CO)O. Drug 2: C1CN1C2=NC(=NC(=N2)N3CC3)N4CC4. Cell line: K-562. Synergy scores: CSS=53.2, Synergy_ZIP=-7.70, Synergy_Bliss=-6.70, Synergy_Loewe=0.507, Synergy_HSA=2.52.